Dataset: Full USPTO retrosynthesis dataset with 1.9M reactions from patents (1976-2016). Task: Predict the reactants needed to synthesize the given product. Given the product [CH:9]1([CH2:12][NH:13][C:28](=[O:29])[C:27]2[CH:32]=[CH:33][N:34]=[C:25]([N:22]3[CH2:23][CH2:24][N:20]([CH2:19][C:18]4[CH:17]=[CH:16][C:15]([F:14])=[CH:37][CH:36]=4)[C:21]3=[O:35])[CH:26]=2)[CH2:11][CH2:10]1, predict the reactants needed to synthesize it. The reactants are: C(N)C1C=CC=CC=1.[CH:9]1([CH2:12][NH2:13])[CH2:11][CH2:10]1.[F:14][C:15]1[CH:37]=[CH:36][C:18]([CH2:19][N:20]2[CH2:24][CH2:23][N:22]([C:25]3[CH:26]=[C:27]([CH:32]=[CH:33][N:34]=3)[C:28](OC)=[O:29])[C:21]2=[O:35])=[CH:17][CH:16]=1.